From a dataset of Forward reaction prediction with 1.9M reactions from USPTO patents (1976-2016). Predict the product of the given reaction. (1) Given the reactants [C:1]([C:9]1[CH:14]=[CH:13][CH:12]=[CH:11][C:10]=1[NH:15][C@@H:16]([CH2:20][C:21]1[CH:26]=[CH:25][C:24]([C:27]2[CH:32]=[CH:31][CH:30]=[C:29]([N:33](C)[C:34](NCCCCCCC)=O)[CH:28]=2)=[CH:23][CH:22]=1)[C:17]([OH:19])=[O:18])(=[O:8])[C:2]1[CH:7]=[CH:6][CH:5]=[CH:4][CH:3]=1.C(C1C=CC=CC=1N[C@@H](CC1C=CC(C2C=CC=C(NC)C=2)=CC=1)C(OCC)=O)(=O)C1C=CC=CC=1.[OH-].[Li+], predict the reaction product. The product is: [C:1]([C:9]1[CH:14]=[CH:13][CH:12]=[CH:11][C:10]=1[NH:15][C@@H:16]([CH2:20][C:21]1[CH:22]=[CH:23][C:24]([C:27]2[CH:32]=[CH:31][CH:30]=[C:29]([NH:33][CH3:34])[CH:28]=2)=[CH:25][CH:26]=1)[C:17]([OH:19])=[O:18])(=[O:8])[C:2]1[CH:3]=[CH:4][CH:5]=[CH:6][CH:7]=1. (2) Given the reactants [CH2:1]([CH:3]([CH2:16][CH3:17])[CH2:4][O:5][C:6]1[CH:7]=[C:8]([CH:14]=O)[CH:9]=[C:10]([CH:13]=1)[CH:11]=O)[CH3:2].[NH2:18][CH2:19][CH2:20][CH2:21][NH:22][CH2:23][CH2:24][CH2:25][NH:26][CH2:27][CH:28]([CH3:30])[CH3:29].[BH4-].[Na+].[OH-].[Na+], predict the reaction product. The product is: [CH2:1]([CH:3]([CH2:16][CH3:17])[CH2:4][O:5][C:6]1[CH:7]=[C:8]([CH2:14][NH:18][CH2:19][CH2:20][CH2:21][NH:22][CH2:23][CH2:24][CH2:25][NH:26][CH2:27][CH:28]([CH3:30])[CH3:29])[CH:9]=[C:10]([CH2:11][NH:18][CH2:19][CH2:20][CH2:21][NH:22][CH2:23][CH2:24][CH2:25][NH:26][CH2:27][CH:28]([CH3:30])[CH3:29])[CH:13]=1)[CH3:2]. (3) Given the reactants [CH2:1]([N:8]([C:10]1([C:13]2[CH:18]=[CH:17][C:16]([C:19]#[C:20][Si](C)(C)C)=[CH:15][CH:14]=2)[CH2:12][CH2:11]1)[CH3:9])[C:2]1[CH:7]=[CH:6][CH:5]=[CH:4][CH:3]=1.C(=O)([O-])[O-].[K+].[K+], predict the reaction product. The product is: [CH2:1]([N:8]([C:10]1([C:13]2[CH:14]=[CH:15][C:16]([C:19]#[CH:20])=[CH:17][CH:18]=2)[CH2:12][CH2:11]1)[CH3:9])[C:2]1[CH:3]=[CH:4][CH:5]=[CH:6][CH:7]=1. (4) Given the reactants BrC1C=C[C:14]2=[C:17]3C=1C=CC=[C:7]3[C:8]1[C:9]([C:28]3[CH:33]=CC=[CH:30][CH:29]=3)=[C:10]3[CH:27]=[CH:26][CH:25]=[CH:24][C:11]3=[C:12]([C:18]3[CH:23]=[CH:22][CH:21]=[CH:20][CH:19]=3)[C:13]=12.[C:34]1([N:40]2[C:44]3[CH:45]=[CH:46][CH:47]=[CH:48][C:43]=3[N:42]=[C:41]2[C:49]2[CH:54]=[CH:53][C:52](B(O)O)=[CH:51][CH:50]=2)[CH:39]=[CH:38][CH:37]=[CH:36][CH:35]=1.[C:58]1(C)[CH:63]=[CH:62][CH:61]=[CH:60][CH:59]=1.[C:65](=O)([O-])[O-].[K+].[K+].[CH2:71](O)[CH3:72], predict the reaction product. The product is: [C:21]1([C:20]2[C:33]3[C:28]4[C:9]5[C:8]([CH:13]=[CH:30][CH:29]=4)=[C:7]([C:52]4[CH:53]=[CH:54][C:49]([C:41]6[N:40]([C:44]7[CH:43]=[CH:48][CH:47]=[CH:46][CH:45]=7)[C:34]7[CH:35]=[CH:36][CH:37]=[CH:38][C:39]=7[N:42]=6)=[CH:50][CH:51]=4)[CH:17]=[CH:14][C:10]=5[C:27]=3[C:26]([C:58]3[CH:59]=[CH:60][CH:61]=[CH:62][CH:63]=3)=[C:25]3[CH:24]=[CH:11][CH:12]=[CH:18][C:19]=23)[CH:72]=[CH:71][CH:65]=[CH:23][CH:22]=1.